This data is from Full USPTO retrosynthesis dataset with 1.9M reactions from patents (1976-2016). The task is: Predict the reactants needed to synthesize the given product. (1) Given the product [CH2:4]([O:11][C:12]1[CH:13]=[C:14]([CH:19]=[C:20]([O:22][C@@H:23]([CH3:36])[CH2:24][O:25][Si:26]([CH:30]([CH3:32])[CH3:31])([CH:27]([CH3:29])[CH3:28])[CH:33]([CH3:35])[CH3:34])[CH:21]=1)[C:15]([OH:17])=[O:16])[C:5]1[CH:6]=[CH:7][CH:8]=[CH:9][CH:10]=1, predict the reactants needed to synthesize it. The reactants are: O.[OH-].[Li+].[CH2:4]([O:11][C:12]1[CH:13]=[C:14]([CH:19]=[C:20]([O:22][C@@H:23]([CH3:36])[CH2:24][O:25][Si:26]([CH:33]([CH3:35])[CH3:34])([CH:30]([CH3:32])[CH3:31])[CH:27]([CH3:29])[CH3:28])[CH:21]=1)[C:15]([O:17]C)=[O:16])[C:5]1[CH:10]=[CH:9][CH:8]=[CH:7][CH:6]=1. (2) Given the product [F:1][CH2:2][C:3]([CH3:8])([CH3:7])[C:4](=[O:6])[C:5]([OH:10])=[O:18], predict the reactants needed to synthesize it. The reactants are: [F:1][CH2:2][C:3]([CH3:8])([CH3:7])[C:4](=[O:6])[CH3:5].[Mn]([O-])(=O)(=O)=[O:10].[K+].CCO.[OH2:18].